Dataset: Forward reaction prediction with 1.9M reactions from USPTO patents (1976-2016). Task: Predict the product of the given reaction. (1) Given the reactants Br[C:2]1[C:10]2[O:9][CH2:8][C@@H:7]([N:11]([C:26](=[O:31])[C:27]([F:30])([F:29])[F:28])[C:12]3[CH:25]=[CH:24][C:15]4[C@H:16]([CH2:19][C:20]([O:22][CH3:23])=[O:21])[CH2:17][O:18][C:14]=4[CH:13]=3)[C:6]=2[CH:5]=[CH:4][CH:3]=1.[F:32][C:33]1[N:38]=[CH:37][C:36]([NH2:39])=[CH:35][CH:34]=1.C1(P(C2C=CC=CC=2)C2C3OC4C(=CC=CC=4P(C4C=CC=CC=4)C4C=CC=CC=4)C(C)(C)C=3C=CC=2)C=CC=CC=1.C(=O)([O-])[O-].[Cs+].[Cs+], predict the reaction product. The product is: [F:32][C:33]1[N:38]=[CH:37][C:36]([NH:39][C:2]2[C:10]3[O:9][CH2:8][C@@H:7]([N:11]([C:26](=[O:31])[C:27]([F:30])([F:29])[F:28])[C:12]4[CH:25]=[CH:24][C:15]5[C@H:16]([CH2:19][C:20]([O:22][CH3:23])=[O:21])[CH2:17][O:18][C:14]=5[CH:13]=4)[C:6]=3[CH:5]=[CH:4][CH:3]=2)=[CH:35][CH:34]=1. (2) Given the reactants NC1C=CC2NC=C3C(=O)N(C4C=CC=CC=4)N=C3C=2C=1.[Cl:22][C:23]1[CH:28]=[CH:27][C:26]([N:29]2[C:44](=[O:45])[C:32]3=[CH:33][NH:34][C:35]4[CH:36]=[CH:37][C:38]([N+:41]([O-])=O)=[CH:39][C:40]=4[C:31]3=[N:30]2)=[CH:25][CH:24]=1, predict the reaction product. The product is: [NH2:41][C:38]1[CH:37]=[CH:36][C:35]2[NH:34][CH:33]=[C:32]3[C:44](=[O:45])[N:29]([C:26]4[CH:25]=[CH:24][C:23]([Cl:22])=[CH:28][CH:27]=4)[N:30]=[C:31]3[C:40]=2[CH:39]=1. (3) Given the reactants [CH3:1][O:2][C:3]1[N:8]=[C:7]2[CH:9]=[CH:10][NH:11][C:6]2=[CH:5][C:4]=1[B:12]([OH:14])[OH:13].[H-].[Na+].I[CH3:18], predict the reaction product. The product is: [CH3:1][O:2][C:3]1[N:8]=[C:7]2[CH:9]=[CH:10][N:11]([CH3:18])[C:6]2=[CH:5][C:4]=1[B:12]([OH:14])[OH:13]. (4) Given the reactants [I:1][C:2]1[CH:7]=[CH:6][C:5]([N:8]2[CH:12]=[C:11]([CH2:13]O)[N:10]=[C:9]2[S:15][CH3:16])=[CH:4][CH:3]=1.C1(P([N:31]=[N+:32]=[N-:33])(C2C=CC=CC=2)=O)C=CC=CC=1.C1CCN2C(=NCCC2)CC1.O, predict the reaction product. The product is: [N:31]([CH2:13][C:11]1[N:10]=[C:9]([S:15][CH3:16])[N:8]([C:5]2[CH:6]=[CH:7][C:2]([I:1])=[CH:3][CH:4]=2)[CH:12]=1)=[N+:32]=[N-:33]. (5) Given the reactants [Br:1][C:2]1[C:3]([N:17]2[CH2:22][CH2:21][CH2:20][C@@H:19]([NH:23]C(=O)OC(C)(C)C)[CH2:18]2)=[C:4]2[C:10]([NH:11][C:12](=[O:16])[C@@H:13]([OH:15])[CH3:14])=[CH:9][NH:8][C:5]2=[N:6][CH:7]=1.C(O)(C(F)(F)F)=O.C(Cl)[Cl:39], predict the reaction product. The product is: [ClH:39].[NH2:23][C@@H:19]1[CH2:20][CH2:21][CH2:22][N:17]([C:3]2[C:2]([Br:1])=[CH:7][N:6]=[C:5]3[NH:8][CH:9]=[C:10]([NH:11][C:12](=[O:16])[C@@H:13]([OH:15])[CH3:14])[C:4]=23)[CH2:18]1. (6) Given the reactants [CH:1]1([Mg]Cl)[CH2:6][CH2:5][CH2:4][CH2:3][CH2:2]1.[NH4+:9].[Cl-].[N:11]1[CH:16]=[CH:15][CH:14]=[CH:13]C=1.Cl[C:18]([O:20][CH2:21][CH3:22])=[O:19].[C:23]([OH:29])(C(F)(F)F)=O.C([O-])(O)=O.[Na+].C[C:36]#[N:37], predict the reaction product. The product is: [C:36]([C:15]1[CH:16]([CH:1]2[CH2:6][CH2:5][CH2:4][CH2:3][CH2:2]2)[N:11]([C:18]([O:20][CH2:21][CH3:22])=[O:19])[C:23](=[O:29])[NH:9][C:14]=1[CH3:13])#[N:37]. (7) Given the reactants [NH2:1][C:2]1[N:3]=[C:4](SC)[S:5][C:6]=1[C:7]([O:9][CH3:10])=[O:8], predict the reaction product. The product is: [NH2:1][C:2]1[N:3]=[CH:4][S:5][C:6]=1[C:7]([O:9][CH3:10])=[O:8]. (8) Given the reactants Cl[C:2]1[N:7]=[C:6]([N:8]([CH3:10])[CH3:9])[CH:5]=[CH:4][N:3]=1.[CH2:11]([O:18][C:19](=[O:29])[NH:20][CH2:21][C@H:22]1[CH2:27][CH2:26][C@@H:25]([NH2:28])[CH2:24][CH2:23]1)[C:12]1[CH:17]=[CH:16][CH:15]=[CH:14][CH:13]=1.C([O-])(O)=O.[Na+], predict the reaction product. The product is: [CH2:11]([O:18][C:19](=[O:29])[NH:20][CH2:21][C@H:22]1[CH2:27][CH2:26][C@@H:25]([NH:28][C:2]2[N:7]=[C:6]([N:8]([CH3:10])[CH3:9])[CH:5]=[CH:4][N:3]=2)[CH2:24][CH2:23]1)[C:12]1[CH:13]=[CH:14][CH:15]=[CH:16][CH:17]=1. (9) Given the reactants C([NH:3][CH2:4][C:5]1[C:6]([CH3:12])=[C:7]([CH:9]=[CH:10][CH:11]=1)[NH2:8])C.[C:21](O[C:21]([O:23][C:24]([CH3:27])([CH3:26])[CH3:25])=[O:22])([O:23][C:24]([CH3:27])([CH3:26])[CH3:25])=[O:22], predict the reaction product. The product is: [NH2:8][C:7]1[C:6]([CH3:12])=[C:5]([CH:11]=[CH:10][CH:9]=1)[CH2:4][NH:3][C:21](=[O:22])[O:23][C:24]([CH3:25])([CH3:26])[CH3:27]. (10) Given the reactants FC(F)(F)C(O)=O.[Cl:8][C:9]1[CH:14]=[C:13]2[NH:15][C:16](=[O:38])[C:17]3([CH:21]([C:22]4[CH:27]=[CH:26][CH:25]=[C:24]([Cl:28])[C:23]=4[F:29])[CH:20]([C:30](O)=[O:31])[NH:19][CH:18]3[CH2:33][C:34]([CH3:37])([CH3:36])[CH3:35])[C:12]2=[CH:11][CH:10]=1.C(N(C(C)C)CC)(C)C.C1(P(Cl)(C2C=CC=CC=2)=O)C=CC=CC=1.[NH2:63][C:64]1[CH:69]=[CH:68][N:67]=[CH:66][C:65]=1[O:70][CH3:71], predict the reaction product. The product is: [CH3:71][O:70][C:65]1[CH:66]=[N:67][CH:68]=[CH:69][C:64]=1[NH:63][C:30]([CH:20]1[NH:19][CH:18]([CH2:33][C:34]([CH3:35])([CH3:37])[CH3:36])[C:17]2([C:12]3[C:13](=[CH:14][C:9]([Cl:8])=[CH:10][CH:11]=3)[NH:15][C:16]2=[O:38])[CH:21]1[C:22]1[CH:27]=[CH:26][CH:25]=[C:24]([Cl:28])[C:23]=1[F:29])=[O:31].